This data is from TCR-epitope binding with 47,182 pairs between 192 epitopes and 23,139 TCRs. The task is: Binary Classification. Given a T-cell receptor sequence (or CDR3 region) and an epitope sequence, predict whether binding occurs between them. (1) The epitope is VLQAVGACV. The TCR CDR3 sequence is CASSYLGSGDNQPQHF. Result: 0 (the TCR does not bind to the epitope). (2) The epitope is FPPTSFGPL. The TCR CDR3 sequence is CATAESYGYTF. Result: 0 (the TCR does not bind to the epitope). (3) The epitope is PKYVKQNTLKLAT. The TCR CDR3 sequence is CASSFSPGDTEAFF. Result: 1 (the TCR binds to the epitope). (4) The epitope is KEIDRLNEV. The TCR CDR3 sequence is CASSSGAGGGNEQFF. Result: 1 (the TCR binds to the epitope).